Task: Predict which catalyst facilitates the given reaction.. Dataset: Catalyst prediction with 721,799 reactions and 888 catalyst types from USPTO Reactant: [NH:1]1[C:9]2[C:4](=[CH:5][CH:6]=[CH:7][CH:8]=2)[CH:3]=[C:2]1[C:10]1[C:11](=[O:22])[NH:12][N:13]=[C:14]([C:16]2[CH:21]=[CH:20][N:19]=[CH:18][CH:17]=2)[CH:15]=1.[Br:23]N1C(=O)CCC1=O. Product: [Br:23][C:3]1[C:4]2[C:9](=[CH:8][CH:7]=[CH:6][CH:5]=2)[NH:1][C:2]=1[C:10]1[C:11](=[O:22])[NH:12][N:13]=[C:14]([C:16]2[CH:21]=[CH:20][N:19]=[CH:18][CH:17]=2)[CH:15]=1. The catalyst class is: 21.